Dataset: Catalyst prediction with 721,799 reactions and 888 catalyst types from USPTO. Task: Predict which catalyst facilitates the given reaction. (1) Product: [N:29]([CH2:24][C:13]1[C:14]2[C:19](=[CH:18][C:17]([O:20][CH3:21])=[C:16]([O:22][CH3:23])[CH:15]=2)[C:10]([CH2:9][C:8]2[CH:26]=[CH:27][CH:28]=[C:6]([O:5][CH:1]([CH2:3][CH3:4])[CH3:2])[CH:7]=2)=[N:11][CH:12]=1)=[N+:30]=[N-:31]. The catalyst class is: 148. Reactant: [CH:1]([O:5][C:6]1[CH:7]=[C:8]([CH:26]=[CH:27][CH:28]=1)[CH2:9][C:10]1[C:19]2[C:14](=[CH:15][C:16]([O:22][CH3:23])=[C:17]([O:20][CH3:21])[CH:18]=2)[C:13]([CH2:24]Cl)=[CH:12][N:11]=1)([CH2:3][CH3:4])[CH3:2].[N-:29]=[N+:30]=[N-:31].[Na+]. (2) Reactant: [NH:1]1[C:5]2=[N:6][CH:7]=[CH:8][CH:9]=[C:4]2[CH:3]=[N:2]1.[Cl:10]N1C(=O)CCC1=O. Product: [Cl:10][C:3]1[C:4]2[C:5](=[N:6][CH:7]=[CH:8][CH:9]=2)[NH:1][N:2]=1. The catalyst class is: 2.